From a dataset of Reaction yield outcomes from USPTO patents with 853,638 reactions. Predict the reaction yield, written as a fraction of the theoretical maximum amount of product (1.0 means a 100% yield; for example, 0.34 means a 34% yield). (1) The reactants are [C:1]([O:5][C:6](=[O:17])[N:7]([CH2:9][C:10]1[CH:15]=[CH:14][CH:13]=[CH:12][C:11]=1[SH:16])[CH3:8])([CH3:4])([CH3:3])[CH3:2].C1(P(C2C=CC=CC=2)C2C=CC=CC=2OC2C=CC=CC=2P(C2C=CC=CC=2)C2C=CC=CC=2)C=CC=CC=1.[C:57]([O:61][C:62]([N:64]1[C:72]2[C:67](=[CH:68][C:69](Br)=[CH:70][CH:71]=2)[CH:66]=[CH:65]1)=[O:63])([CH3:60])([CH3:59])[CH3:58].CC(C)([O-])C.[K+]. The catalyst is C1(C)C=CC=CC=1.[Pd].[Pd].C(=CC(C=CC1C=CC=CC=1)=O)C1C=CC=CC=1.C(=CC(C=CC1C=CC=CC=1)=O)C1C=CC=CC=1.C(=CC(C=CC1C=CC=CC=1)=O)C1C=CC=CC=1. The product is [C:57]([O:61][C:62]([N:64]1[C:72]2[C:67](=[CH:68][C:69]([S:16][C:11]3[CH:12]=[CH:13][CH:14]=[CH:15][C:10]=3[CH2:9][N:7]([C:6]([O:5][C:1]([CH3:4])([CH3:2])[CH3:3])=[O:17])[CH3:8])=[CH:70][CH:71]=2)[CH:66]=[CH:65]1)=[O:63])([CH3:60])([CH3:58])[CH3:59]. The yield is 0.200. (2) The yield is 0.460. The product is [CH3:1][S:2]([O:5][CH2:6][CH2:7][O:8][C:9]1[CH:10]=[C:11]2[C:16](=[CH:17][C:18]=1[O:19][CH3:20])[N:15]=[CH:14][C:13]([C:27]1[CH:26]=[CH:25][C:24]([CH2:38][C:39](=[O:40])[NH:41][C:42]3[CH:46]=[C:45]([C:47]([CH3:53])([CH3:52])[C:48]([F:51])([F:49])[F:50])[O:44][N:43]=3)=[C:23]([F:22])[CH:28]=1)=[CH:12]2)(=[O:4])=[O:3]. The reactants are [CH3:1][S:2]([O:5][CH2:6][CH2:7][O:8][C:9]1[CH:10]=[C:11]2[C:16](=[CH:17][C:18]=1[O:19][CH3:20])[N:15]=[CH:14][C:13](Br)=[CH:12]2)(=[O:4])=[O:3].[F:22][C:23]1[CH:28]=[C:27](B2OC(C)(C)C(C)(C)O2)[CH:26]=[CH:25][C:24]=1[CH2:38][C:39]([NH:41][C:42]1[CH:46]=[C:45]([C:47]([CH3:53])([CH3:52])[C:48]([F:51])([F:50])[F:49])[O:44][N:43]=1)=[O:40].C([O-])([O-])=O.[Na+].[Na+].[O-]S([O-])(=O)=O.[Na+].[Na+]. The catalyst is CC#N.C1C=CC(P(C2C=CC=CC=2)[C-]2C=CC=C2)=CC=1.C1C=CC(P(C2C=CC=CC=2)[C-]2C=CC=C2)=CC=1.Cl[Pd]Cl.[Fe+2].CCOC(C)=O.O. (3) The reactants are [Cl:1][C:2]1[CH:7]=[CH:6][C:5]([C:8]([F:11])([F:10])[F:9])=[CH:4][C:3]=1[NH:12][C:13]1[O:17][C:16]([C:18]2[CH:23]=[CH:22][C:21]([OH:24])=[CH:20][CH:19]=2)=[N:15][N:14]=1.C[Si]([N-][Si](C)(C)C)(C)C.[K+].Cl[C:36]1[N:41]=[C:40]([NH2:42])[N:39]=[C:38]([NH2:43])[CH:37]=1.C([O-])([O-])=O.[K+].[K+]. The catalyst is CN(C=O)C.CO. The product is [Cl:1][C:2]1[CH:7]=[CH:6][C:5]([C:8]([F:9])([F:10])[F:11])=[CH:4][C:3]=1[NH:12][C:13]1[O:17][C:16]([C:18]2[CH:23]=[CH:22][C:21]([O:24][C:36]3[N:41]=[C:40]([NH2:42])[N:39]=[C:38]([NH2:43])[CH:37]=3)=[CH:20][CH:19]=2)=[N:15][N:14]=1. The yield is 0.565. (4) The reactants are [O:1]1[C:5]2[CH:6]=[CH:7][CH:8]=[CH:9][C:4]=2[N:3]=[C:2]1[C:10]1[CH:11]=[CH:12][C:13]([NH:17][CH:18]2[CH2:23][CH2:22][O:21][CH2:20][CH2:19]2)=[C:14]([CH:16]=1)[NH2:15].OOS([O-])=O.[K+].C(=O)([O-])[O-].[K+].[K+]. The catalyst is CN(C=O)C.O. The product is [O:1]1[C:5]2[CH:6]=[CH:7][CH:8]=[CH:9][C:4]=2[N:3]=[C:2]1[C:10]1[CH:11]=[CH:12][C:13]2[N:17]([CH:18]3[CH2:23][CH2:22][O:21][CH2:20][CH2:19]3)[C:2]([CH:10]([CH3:11])[CH3:16])=[N:15][C:14]=2[CH:16]=1. The yield is 0.439.